From a dataset of Full USPTO retrosynthesis dataset with 1.9M reactions from patents (1976-2016). Predict the reactants needed to synthesize the given product. (1) Given the product [S:15]([C:18]1[CH:26]=[CH:25][C:21]([N+:22]([O-:24])=[O:23])=[CH:20][CH:19]=1)([OH:3])(=[O:17])=[O:16].[CH3:1][S@:2]([CH2:4][CH2:5][CH2:6][O:7][CH2:8][C:9]1[CH:14]=[CH:13][CH:12]=[CH:11][CH:10]=1)(=[NH:22])=[O:3], predict the reactants needed to synthesize it. The reactants are: [CH3:1][S@@:2]([CH2:4][CH2:5][CH2:6][O:7][CH2:8][C:9]1[CH:14]=[CH:13][CH:12]=[CH:11][CH:10]=1)=[O:3].[S:15](N)([C:18]1[CH:26]=[CH:25][C:21]([N+:22]([O-:24])=[O:23])=[CH:20][CH:19]=1)(=[O:17])=[O:16].CCCCCC. (2) Given the product [F:1][C:2]1[C:7]([N:8]2[CH:12]=[CH:16][CH:15]=[CH:14]2)=[C:6]([CH3:9])[CH:5]=[CH:4][N:3]=1, predict the reactants needed to synthesize it. The reactants are: [F:1][C:2]1[C:7]([NH2:8])=[C:6]([CH3:9])[CH:5]=[CH:4][N:3]=1.CO[CH:12]1[CH2:16][CH2:15][CH:14](OC)O1.